Binary Classification. Given a drug SMILES string, predict its activity (active/inactive) in a high-throughput screening assay against a specified biological target. From a dataset of Kir2.1 potassium channel HTS with 301,493 compounds. (1) The molecule is S(=O)(=O)(Nc1cc(SC)ccc1)c1ccc(OCC(OCC)=O)cc1. The result is 0 (inactive). (2) The compound is S(CC(=O)Nc1ccc(N2CCOCC2)cc1)c1n(c(nn1)CC(=O)Nc1ccccc1)C. The result is 0 (inactive). (3) The compound is O(c1cc(NC(=O)NCc2cccnc2)ccc1OC)C. The result is 0 (inactive). (4) The result is 0 (inactive). The drug is O=C(N1CCN(CC1)c1nc(N2CCN(CC2)C(=O)C(n2nnc(C(N)CC(C)C)c2)CCC(O)=O)nc(n1)NCCOCCOCCOCC#C)C(n1nnc(C(N)C(CC)C)c1)Cc1ccc(O)cc1.